Binary Classification. Given a miRNA mature sequence and a target amino acid sequence, predict their likelihood of interaction. From a dataset of Experimentally validated miRNA-target interactions with 360,000+ pairs, plus equal number of negative samples. (1) The miRNA is hsa-miR-4311 with sequence GAAAGAGAGCUGAGUGUG. Result: 1 (interaction). The protein sequence of the target gene is MSQPPPPPPPLPPPPPPPEAPQTPSSLASAAASGGLLKRRDRRILSGSCPDPKCQARLFFPASGSVSIECTECGQRHEQQQLLGVEEVTDPDVVLHNLLRNALLGVTGAPKKNTELVKVMGLSNYHCKLLSPILARYGMDKQTGRAKLLRDMNQGELFDCALLGDRAFLIEPEHVNTVGYGKDRSGSLLYLHDTLEDIKRANKSQECLIPVHVDGDGHCLVHAVSRALVGRELFWHALRENLKQHFQQHLARYQALFHDFIDAAEWEDIINECDPLFVPPEGVPLGLRNIHIFGLANVLH.... (2) The miRNA is mmu-miR-5129-5p with sequence AUGUGGGGGCAUUGGUAUUUUC. The protein sequence of the target gene is MSFKRPCPLARYNRTSYFYPTTFSESSEHSHLLVSPVLVASAVIGVVITLSCITIIVGSIRRDRQARIQRHHHRHRRHHHHHRHRRRRHREYASGGHTHSRSSPRMPYACSPAEDWPPPLDVSSEGDVDVTVLWELYPDSPPGYEECMGPGATQLYVPTDAPPPYSMTDSCPRLNGALDSDSGQSRSHRQQEQRTQGQSRLHTVSMDTLPPYEAVCGTGSPSDLLPLPGPEPWPSNSQGSPIPTQAPMPSPERIV. Result: 1 (interaction). (3) The miRNA is hsa-miR-6072 with sequence UCCUCAUCACACUGCACCUUAG. The protein sequence of the target gene is MAWRGWAQRGWGCGQAWGASVGGRSCEELTAVLTPPQLLGRRFNFFIQQKCGFRKAPRKVEPRRSDPGTSGEAYKRSALIPPVEETVFYPSPYPIRSLIKPLFFTVGFTGCAFGSAAIWQYESLKSRVQSYFDGIKADWLDSIRPQKEGDFRKEINKWWNNLSDGQRTVTGIIAANVLVFCLWRVPSLQRTMIRYFTSNPASKVLCSPMLLSTFSHFSLFHMAANMYVLWSFSSSIVNILGQEQFMAVYLSAGVISNFVSYVGKVATGRYGPSLGASGAIMTVLAAVCTKIPEGRLAIIF.... Result: 1 (interaction). (4) The miRNA is mmu-miR-339-3p with sequence UGAGCGCCUCGGCGACAGAGCCG. The protein sequence of the target gene is MGSASPGLSSVSPSHLLLPPDTVSRTGLEKAAAGAVGLERRDWSPSPPATPEQGLSAFYLSYFDMLYPEDSSWAAKAPGASSREEPPEEPEQCPVIDSQAPAGSLDLVPGGLTLEEHSLEQVQSMVVGEVLKDIETACKLLNITADPMDWSPSNVQKWLLWTEHQYRLPPMGKAFQELAGKELCAMSEEQFRQRSPLGGDVLHAHLDIWKSAAWMKERTSPGAIHYCASTSEESWTDSEVDSSCSGQPIHLWQFLKELLLKPHSYGRFIRWLNKEKGIFKIEDSAQVARLWGIRKNRPAM.... Result: 0 (no interaction).